Task: Predict the reaction yield, written as a fraction of the theoretical maximum amount of product (1.0 means a 100% yield; for example, 0.34 means a 34% yield).. Dataset: Reaction yield outcomes from USPTO patents with 853,638 reactions (1) The yield is 0.800. The catalyst is ClCCCl. The product is [Cl:22][C:4]1[C:5]2[CH2:9][S:8][CH2:7][C:6]=2[N:1]=[CH:2][N:3]=1. The reactants are [N:1]1[C:6]2[CH2:7][S:8][CH2:9][C:5]=2[C:4](O)=[N:3][CH:2]=1.CCN(C(C)C)C(C)C.O=P(Cl)(Cl)[Cl:22]. (2) The product is [C:7]([O:15][CH2:17][CH2:18][CH2:19][C:20]1[CH:29]=[CH:28][C:23]2[NH:24][C:25](=[O:27])[S:26][C:22]=2[CH:21]=1)(=[O:14])[C:8]1[CH:13]=[CH:12][CH:11]=[CH:10][CH:9]=1. The catalyst is CN(C=O)C.O. The reactants are C([O-])([O-])=O.[K+].[K+].[C:7]([OH:15])(=[O:14])[C:8]1[CH:13]=[CH:12][CH:11]=[CH:10][CH:9]=1.Cl[CH2:17][CH2:18][CH2:19][C:20]1[CH:29]=[CH:28][C:23]2[NH:24][C:25](=[O:27])[S:26][C:22]=2[CH:21]=1.Cl. The yield is 0.620. (3) No catalyst specified. The reactants are [C:1]1([N:7]2[CH2:12][CH2:11][N:10]([CH2:13][CH2:14][NH2:15])[CH2:9][CH2:8]2)[CH:6]=[CH:5][CH:4]=[CH:3][CH:2]=1.[C:16]([N:20]1[C:24]([CH2:25][CH:26]([CH3:28])[CH3:27])=[CH:23][C:22]([CH:29]=O)=[N:21]1)([CH3:19])([CH3:18])[CH3:17]. The yield is 0.258. The product is [C:16]([N:20]1[C:24]([CH2:25][CH:26]([CH3:27])[CH3:28])=[CH:23][C:22]([CH2:29][NH:15][CH2:14][CH2:13][N:10]2[CH2:9][CH2:8][N:7]([C:1]3[CH:2]=[CH:3][CH:4]=[CH:5][CH:6]=3)[CH2:12][CH2:11]2)=[N:21]1)([CH3:19])([CH3:18])[CH3:17].